Dataset: Catalyst prediction with 721,799 reactions and 888 catalyst types from USPTO. Task: Predict which catalyst facilitates the given reaction. (1) Reactant: Cl[C:2]1[CH:3]=[C:4]2[C:8](=[CH:9][CH:10]=1)[C:7](=[O:11])[N:6](C1C=NC=C(N(C3CCN(S(C4CC4)(=O)=O)C3)C)C=1)[C:5]2([CH3:32])[CH3:31].C(#N)C. Product: [CH3:31][C:5]1([CH3:32])[C:4]2[C:8](=[CH:9][CH:10]=[CH:2][CH:3]=2)[C:7](=[O:11])[NH:6]1. The catalyst class is: 8. (2) Reactant: [F:1][C:2]1[CH:29]=[CH:28][C:5]2[CH:6]=[C:7]([C:9]3[C:18]([N:19]([CH3:23])[CH:20]([CH3:22])[CH3:21])=[N:17][C:16]4[C:11](=[CH:12][CH:13]=[C:14]([C:24]([O:26]C)=[O:25])[CH:15]=4)[N:10]=3)[O:8][C:4]=2[CH:3]=1.[OH-].[Na+].Cl. Product: [F:1][C:2]1[CH:29]=[CH:28][C:5]2[CH:6]=[C:7]([C:9]3[C:18]([N:19]([CH3:23])[CH:20]([CH3:22])[CH3:21])=[N:17][C:16]4[C:11](=[CH:12][CH:13]=[C:14]([C:24]([OH:26])=[O:25])[CH:15]=4)[N:10]=3)[O:8][C:4]=2[CH:3]=1. The catalyst class is: 24. (3) Reactant: [CH:1]1[C:13]2[NH:12][C:11]3[C:6](=[CH:7][CH:8]=[CH:9][CH:10]=3)[C:5]=2[CH:4]=[C:3]([C:14]([O:16][CH2:17][CH3:18])=[O:15])[N:2]=1.[H-].[Na+].[CH2:21](Br)[C:22]1[CH:27]=[CH:26][CH:25]=[CH:24][CH:23]=1.C(N1C2C=NC(C(OC)=O)=CC=2C2C1=CC=CC=2)C1C=CC=CC=1. Product: [CH2:21]([N:12]1[C:13]2[CH:1]=[N:2][C:3]([C:14]([O:16][CH2:17][CH3:18])=[O:15])=[CH:4][C:5]=2[C:6]2[C:11]1=[CH:10][CH:9]=[CH:8][CH:7]=2)[C:22]1[CH:27]=[CH:26][CH:25]=[CH:24][CH:23]=1. The catalyst class is: 118. (4) Reactant: Br[C:2]1(Br)[C@H:12]2[C@@H:3]1[CH2:4][O:5][C:6]1[C:11]2=[CH:10][CH:9]=[C:8]([CH2:13][O:14][CH3:15])[C:7]=1[C:16]([O:18][CH3:19])=[O:17].[Cl-].[NH4+]. The catalyst class is: 490. Product: [CH3:15][O:14][CH2:13][C:8]1[C:7]([C:16]([O:18][CH3:19])=[O:17])=[C:6]2[C:11]([C@H:12]3[CH2:2][C@H:3]3[CH2:4][O:5]2)=[CH:10][CH:9]=1.